Predict the reactants needed to synthesize the given product. From a dataset of Full USPTO retrosynthesis dataset with 1.9M reactions from patents (1976-2016). (1) The reactants are: C(=O)([S:8][C:9]1[CH:10]=[C:11]2[C:15](=[CH:16][CH:17]=1)[N:14]([C:18]1[CH:23]=[CH:22][C:21]([F:24])=[CH:20][CH:19]=1)[N:13]=[CH:12]2)C1C=CC=CC=1.C(=O)([O-])[O-].[K+].[K+].O. Given the product [F:24][C:21]1[CH:20]=[CH:19][C:18]([N:14]2[C:15]3[C:11](=[CH:10][C:9]([SH:8])=[CH:17][CH:16]=3)[CH:12]=[N:13]2)=[CH:23][CH:22]=1, predict the reactants needed to synthesize it. (2) The reactants are: C([Li])CCC.[N:6]1([C:11]2[CH:32]=[CH:31][C:14]([CH2:15][C:16]3[C:17]([O:29][CH3:30])=[N:18][C:19]4[C:24]([C:25]=3[Cl:26])=[CH:23][C:22](Br)=[CH:21][C:20]=4[CH3:28])=[CH:13][CH:12]=2)[CH:10]=[CH:9][CH:8]=[N:7]1.[CH3:33][N:34]1[C:38]([C:39]([C:41]2[CH:42]=[N:43][C:44]([C:47]([F:50])([F:49])[F:48])=[CH:45][CH:46]=2)=[O:40])=[CH:37][N:36]=[CH:35]1. Given the product [N:6]1([C:11]2[CH:32]=[CH:31][C:14]([CH2:15][C:16]3[C:17]([O:29][CH3:30])=[N:18][C:19]4[C:24]([C:25]=3[Cl:26])=[CH:23][C:22]([C:39]([C:38]3[N:34]([CH3:33])[CH:35]=[N:36][CH:37]=3)([C:41]3[CH:42]=[N:43][C:44]([C:47]([F:49])([F:48])[F:50])=[CH:45][CH:46]=3)[OH:40])=[CH:21][C:20]=4[CH3:28])=[CH:13][CH:12]=2)[CH:10]=[CH:9][CH:8]=[N:7]1, predict the reactants needed to synthesize it. (3) Given the product [Cl:22][C:23]1[CH:28]=[CH:27][C:26]([N:29]2[CH2:15][N:10]([CH:7]([CH3:9])[CH3:8])[CH2:11][N:32]([C:33](=[O:42])[C:34]3[C:39]([F:40])=[CH:38][CH:37]=[CH:36][C:35]=3[F:41])[C:30]2=[O:31])=[CH:25][CH:24]=1, predict the reactants needed to synthesize it. The reactants are: P(Cl)(Cl)(Cl)(Cl)Cl.[CH:7]([N:10]1[CH2:15]N(C(C)C)CN(C(C)C)[CH2:11]1)([CH3:9])[CH3:8].[Cl:22][C:23]1[CH:28]=[CH:27][C:26]([NH:29][C:30]([NH:32][C:33](=[O:42])[C:34]2[C:39]([F:40])=[CH:38][CH:37]=[CH:36][C:35]=2[F:41])=[O:31])=[CH:25][CH:24]=1.C(N(CC)CC)C.[OH-].[Na+]. (4) The reactants are: Cl[C:2]1[N:3]=[C:4]([NH:18][CH2:19][CH2:20][CH3:21])[C:5]2[N:6]=[C:7]([NH:16][CH3:17])[N:8]=[C:9]([NH:12][CH2:13][CH2:14][CH3:15])[C:10]=2[N:11]=1.[CH3:22][NH:23][CH3:24]. Given the product [CH3:22][N:23]([CH3:24])[C:2]1[N:3]=[C:4]([NH:18][CH2:19][CH2:20][CH3:21])[C:5]2[N:6]=[C:7]([NH:16][CH3:17])[N:8]=[C:9]([NH:12][CH2:13][CH2:14][CH3:15])[C:10]=2[N:11]=1, predict the reactants needed to synthesize it. (5) Given the product [CH:60]1([C:58]2([CH:52]3[CH2:53][CH2:54][CH2:55][CH2:56][CH2:57]3)[CH:10]3[CH2:9][N:8]([C:7]([C:1]4[CH:6]=[CH:5][CH:4]=[CH:3][CH:2]=4)([C:27]4[CH:28]=[CH:29][CH:30]=[CH:31][CH:32]=4)[C:21]4[CH:22]=[CH:23][CH:24]=[CH:25][CH:26]=4)[CH2:13][CH2:12][N:11]3[C:14](=[O:15])[O:59]2)[CH2:61][CH2:62][CH2:63][CH2:64][CH2:65]1, predict the reactants needed to synthesize it. The reactants are: [C:1]1([C:7]([C:27]2[CH:32]=[CH:31][CH:30]=[CH:29][CH:28]=2)([C:21]2[CH:26]=[CH:25][CH:24]=[CH:23][CH:22]=2)[N:8]2[CH2:13][CH2:12][N:11]([C:14](OC(C)(C)C)=[O:15])[CH2:10][CH2:9]2)[CH:6]=[CH:5][CH:4]=[CH:3][CH:2]=1.CN(C)CCN(C)C.C([Li])(CC)C.C1CCCCC1.[CH:52]1([C:58]([CH:60]2[CH2:65][CH2:64][CH2:63][CH2:62][CH2:61]2)=[O:59])[CH2:57][CH2:56][CH2:55][CH2:54][CH2:53]1.[Cl-].[NH4+].